Dataset: NCI-60 drug combinations with 297,098 pairs across 59 cell lines. Task: Regression. Given two drug SMILES strings and cell line genomic features, predict the synergy score measuring deviation from expected non-interaction effect. (1) Drug 1: CC1=C2C(C(=O)C3(C(CC4C(C3C(C(C2(C)C)(CC1OC(=O)C(C(C5=CC=CC=C5)NC(=O)OC(C)(C)C)O)O)OC(=O)C6=CC=CC=C6)(CO4)OC(=O)C)OC)C)OC. Drug 2: C1=NC2=C(N1)C(=S)N=CN2. Cell line: CAKI-1. Synergy scores: CSS=36.8, Synergy_ZIP=-9.25, Synergy_Bliss=-14.1, Synergy_Loewe=-12.9, Synergy_HSA=-8.04. (2) Drug 2: CC1=CC2C(CCC3(C2CCC3(C(=O)C)OC(=O)C)C)C4(C1=CC(=O)CC4)C. Drug 1: CC1C(C(CC(O1)OC2CC(CC3=C2C(=C4C(=C3O)C(=O)C5=C(C4=O)C(=CC=C5)OC)O)(C(=O)C)O)N)O.Cl. Cell line: CCRF-CEM. Synergy scores: CSS=59.3, Synergy_ZIP=12.8, Synergy_Bliss=10.0, Synergy_Loewe=-31.6, Synergy_HSA=10.8. (3) Drug 1: C1CCC(C(C1)N)N.C(=O)(C(=O)[O-])[O-].[Pt+4]. Drug 2: COCCOC1=C(C=C2C(=C1)C(=NC=N2)NC3=CC=CC(=C3)C#C)OCCOC.Cl. Cell line: NCI-H460. Synergy scores: CSS=23.9, Synergy_ZIP=-0.497, Synergy_Bliss=-0.121, Synergy_Loewe=-14.2, Synergy_HSA=0.159. (4) Drug 1: CN1C2=C(C=C(C=C2)N(CCCl)CCCl)N=C1CCCC(=O)O.Cl. Drug 2: CC1C(C(CC(O1)OC2CC(CC3=C2C(=C4C(=C3O)C(=O)C5=C(C4=O)C(=CC=C5)OC)O)(C(=O)CO)O)N)O.Cl. Cell line: MCF7. Synergy scores: CSS=25.5, Synergy_ZIP=-0.0221, Synergy_Bliss=-0.964, Synergy_Loewe=-15.8, Synergy_HSA=-1.21. (5) Drug 1: CCCCCOC(=O)NC1=NC(=O)N(C=C1F)C2C(C(C(O2)C)O)O. Drug 2: CC(C)CN1C=NC2=C1C3=CC=CC=C3N=C2N. Cell line: SNB-19. Synergy scores: CSS=0.201, Synergy_ZIP=1.76, Synergy_Bliss=1.65, Synergy_Loewe=-0.681, Synergy_HSA=-2.45. (6) Drug 2: CC(C1=C(C=CC(=C1Cl)F)Cl)OC2=C(N=CC(=C2)C3=CN(N=C3)C4CCNCC4)N. Synergy scores: CSS=39.4, Synergy_ZIP=1.33, Synergy_Bliss=0.318, Synergy_Loewe=-17.0, Synergy_HSA=0.553. Cell line: TK-10. Drug 1: CC1=C2C(C(=O)C3(C(CC4C(C3C(C(C2(C)C)(CC1OC(=O)C(C(C5=CC=CC=C5)NC(=O)OC(C)(C)C)O)O)OC(=O)C6=CC=CC=C6)(CO4)OC(=O)C)OC)C)OC. (7) Drug 1: CS(=O)(=O)C1=CC(=C(C=C1)C(=O)NC2=CC(=C(C=C2)Cl)C3=CC=CC=N3)Cl. Synergy scores: CSS=29.7, Synergy_ZIP=-4.46, Synergy_Bliss=2.04, Synergy_Loewe=4.99, Synergy_HSA=4.29. Cell line: SR. Drug 2: N.N.Cl[Pt+2]Cl. (8) Drug 1: COC1=C(C=C2C(=C1)N=CN=C2NC3=CC(=C(C=C3)F)Cl)OCCCN4CCOCC4. Drug 2: CCC1(C2=C(COC1=O)C(=O)N3CC4=CC5=C(C=CC(=C5CN(C)C)O)N=C4C3=C2)O.Cl. Cell line: IGROV1. Synergy scores: CSS=38.4, Synergy_ZIP=-6.12, Synergy_Bliss=-7.30, Synergy_Loewe=-4.63, Synergy_HSA=-2.80. (9) Drug 1: CCC(=C(C1=CC=CC=C1)C2=CC=C(C=C2)OCCN(C)C)C3=CC=CC=C3.C(C(=O)O)C(CC(=O)O)(C(=O)O)O. Drug 2: C1CCC(C(C1)N)N.C(=O)(C(=O)[O-])[O-].[Pt+4]. Cell line: A498. Synergy scores: CSS=24.5, Synergy_ZIP=1.23, Synergy_Bliss=1.94, Synergy_Loewe=-10.3, Synergy_HSA=0.490.